The task is: Predict the reaction yield, written as a fraction of the theoretical maximum amount of product (1.0 means a 100% yield; for example, 0.34 means a 34% yield).. This data is from Reaction yield outcomes from USPTO patents with 853,638 reactions. (1) The reactants are [N:1]1[C:5]2[CH:6]=[CH:7][CH:8]=[CH:9][C:4]=2[NH:3][C:2]=1[CH2:10][C:11]#[N:12].[C:13]([CH:16]1[CH2:21][CH2:20][O:19][C:17]1=[O:18])(=O)[CH3:14].C([O-])(=O)C.[NH4+]. The catalyst is O. The product is [OH:19][CH2:20][CH2:21][C:16]1[C:17](=[O:18])[N:3]2[C:2]([NH:1][C:5]3[CH:6]=[CH:7][CH:8]=[CH:9][C:4]=32)=[C:10]([C:11]#[N:12])[C:13]=1[CH3:14]. The yield is 0.740. (2) The reactants are [NH2:1][C:2]1[C:3](Br)=[N:4][CH:5]=[CH:6][CH:7]=1.[C:9]([O:13][CH3:14])(=[O:12])[CH:10]=[CH2:11].C(N(CC)CC)C. The catalyst is CC(P(C(C)(C)C)C1C=CC(N(C)C)=CC=1)(C)C.CC(P(C(C)(C)C)C1C=CC(N(C)C)=CC=1)(C)C.Cl[Pd]Cl.CN(C=O)C. The product is [NH2:1][C:2]1[C:3](/[CH:11]=[CH:10]/[C:9]([O:13][CH3:14])=[O:12])=[N:4][CH:5]=[CH:6][CH:7]=1. The yield is 0.690. (3) The reactants are [F:1][C:2]1[CH:32]=[CH:31][C:5]([CH2:6][N:7]2[C:12](=[O:13])[C:11]([C:14]3[NH:19][C:18]4[CH:20]=[CH:21][C:22](I)=[CH:23][C:17]=4[S:16](=[O:26])(=[O:25])[N:15]=3)=[C:10]([OH:27])[C:9]3=[CH:28][CH:29]=[CH:30][N:8]23)=[CH:4][CH:3]=1.C([Sn](CCCC)(CCCC)[C:38]1[S:39](=[O:44])(=[O:43])[CH2:40][CH2:41][CH:42]=1)CCC. The catalyst is CN(C)C=O.C1C=CC([P]([Pd]([P](C2C=CC=CC=2)(C2C=CC=CC=2)C2C=CC=CC=2)([P](C2C=CC=CC=2)(C2C=CC=CC=2)C2C=CC=CC=2)[P](C2C=CC=CC=2)(C2C=CC=CC=2)C2C=CC=CC=2)(C2C=CC=CC=2)C2C=CC=CC=2)=CC=1. The product is [O:43]=[S:39]1(=[O:44])[CH2:40][CH2:41][CH:42]=[C:38]1[C:22]1[CH:21]=[CH:20][C:18]2[NH:19][C:14]([C:11]3[C:12](=[O:13])[N:7]([CH2:6][C:5]4[CH:31]=[CH:32][C:2]([F:1])=[CH:3][CH:4]=4)[N:8]4[CH:30]=[CH:29][CH:28]=[C:9]4[C:10]=3[OH:27])=[N:15][S:16](=[O:26])(=[O:25])[C:17]=2[CH:23]=1. The yield is 0.486. (4) The reactants are [Cl:1][C:2]1[CH:3]=[C:4]([C:8]2[N:13]=[C:12]3[CH2:14][CH2:15][CH2:16][C:11]3=[C:10]([NH:17][C:18]3[CH:23]=[CH:22][C:21]([NH:24][CH3:25])=[CH:20][CH:19]=3)[CH:9]=2)[CH:5]=[CH:6][CH:7]=1.[C:26]([OH:29])(=O)C.[O-]C#[N:32].[Na+]. The catalyst is O1CCCC1.O.C(=O)(O)[O-].[Na+]. The product is [Cl:1][C:2]1[CH:3]=[C:4]([C:8]2[N:13]=[C:12]3[CH2:14][CH2:15][CH2:16][C:11]3=[C:10]([NH:17][C:18]3[CH:19]=[CH:20][C:21]([N:24]([CH3:25])[C:26]([NH2:32])=[O:29])=[CH:22][CH:23]=3)[CH:9]=2)[CH:5]=[CH:6][CH:7]=1. The yield is 0.800. (5) The reactants are S1C2C(O)=CC=CC=2C=N1.[F:11][C:12]1[C:20]2[S:19][N:18]=[CH:17][C:16]=2[C:15]([O:21]C)=[CH:14][CH:13]=1.Cl.N1C=CC=CC=1. The yield is 0.650. The product is [F:11][C:12]1[CH:13]=[CH:14][C:15]([OH:21])=[C:16]2[C:20]=1[S:19][N:18]=[CH:17]2. No catalyst specified. (6) The reactants are [F:1][C:2]1[CH:3]=[C:4]([CH:28]=[CH:29][CH:30]=1)[O:5][C:6]1[CH:27]=[CH:26][C:9]([O:10][C:11]2[N:19]=[CH:18][C:17]([NH:20][CH:21]3[CH2:25][CH2:24][NH:23][CH2:22]3)=[CH:16][C:12]=2[C:13]([NH2:15])=[O:14])=[CH:8][CH:7]=1.C(N(CC)C(C)C)(C)C.[C:40](Cl)(=[O:43])[CH:41]=[CH2:42]. The catalyst is C(Cl)Cl. The product is [C:40]([N:23]1[CH2:24][CH2:25][CH:21]([NH:20][C:17]2[CH:18]=[N:19][C:11]([O:10][C:9]3[CH:26]=[CH:27][C:6]([O:5][C:4]4[CH:28]=[CH:29][CH:30]=[C:2]([F:1])[CH:3]=4)=[CH:7][CH:8]=3)=[C:12]([CH:16]=2)[C:13]([NH2:15])=[O:14])[CH2:22]1)(=[O:43])[CH:41]=[CH2:42]. The yield is 0.138. (7) The reactants are [CH3:1][C:2]1[NH:3][CH:4]=[C:5]([N+:7]([O-:9])=[O:8])[N:6]=1.[C:10]([O-])([O-])=O.[K+].[K+].CI.O. The catalyst is CN(C=O)C. The product is [CH3:10][N:3]1[CH:4]=[C:5]([N+:7]([O-:9])=[O:8])[N:6]=[C:2]1[CH3:1]. The yield is 0.450.